Dataset: Full USPTO retrosynthesis dataset with 1.9M reactions from patents (1976-2016). Task: Predict the reactants needed to synthesize the given product. Given the product [CH:27]([O:30][C:31]1[N:32]=[C:33]([C:2]2[C:10]3[C:5](=[CH:6][CH:7]=[C:8]([C:11]4[N:15]=[C:14]([NH2:16])[O:13][N:12]=4)[CH:9]=3)[N:4]([S:17]([C:20]3[CH:21]=[CH:22][C:23]([CH3:24])=[CH:25][CH:26]=3)(=[O:19])=[O:18])[CH:3]=2)[CH:34]=[CH:35][CH:36]=1)([CH3:29])[CH3:28], predict the reactants needed to synthesize it. The reactants are: I[C:2]1[C:10]2[C:5](=[CH:6][CH:7]=[C:8]([C:11]3[N:15]=[C:14]([NH2:16])[O:13][N:12]=3)[CH:9]=2)[N:4]([S:17]([C:20]2[CH:26]=[CH:25][C:23]([CH3:24])=[CH:22][CH:21]=2)(=[O:19])=[O:18])[CH:3]=1.[CH:27]([O:30][C:31]1[CH:36]=[CH:35][CH:34]=[C:33]([Sn](CCCC)(CCCC)CCCC)[N:32]=1)([CH3:29])[CH3:28].